From a dataset of Catalyst prediction with 721,799 reactions and 888 catalyst types from USPTO. Predict which catalyst facilitates the given reaction. (1) Reactant: [CH3:1][C:2]1[CH:3]=[C:4]([N:9]2[C:13](=[O:14])/[C:12](=[N:15]\[NH:16][C:17]3[C:18]([OH:32])=[C:19]([C:23]4[CH:28]=[CH:27][CH:26]=[C:25]([C:29](Cl)=[O:30])[CH:24]=4)[CH:20]=[CH:21][CH:22]=3)/[C:11]([CH3:33])=[N:10]2)[CH:5]=[CH:6][C:7]=1[CH3:8].N.C[N:36]1C(=O)CCC1.Cl. Product: [CH3:1][C:2]1[CH:3]=[C:4]([N:9]2[C:13](=[O:14])[C:12](=[N:15][NH:16][C:17]3[C:18]([OH:32])=[C:19]([C:23]4[CH:28]=[CH:27][CH:26]=[C:25]([C:29]([NH2:36])=[O:30])[CH:24]=4)[CH:20]=[CH:21][CH:22]=3)[C:11]([CH3:33])=[N:10]2)[CH:5]=[CH:6][C:7]=1[CH3:8]. The catalyst class is: 14. (2) Reactant: [I-].[CH3:2][S+](C)(C)=O.[H-].[Na+].[F:9][C:10]([F:33])([F:32])[C:11]1[CH:12]=[C:13]([CH:25]=[C:26]([C:28]([F:31])([F:30])[F:29])[CH:27]=1)[CH2:14][O:15][CH2:16][C:17]([C:19]1[CH:24]=[CH:23][CH:22]=[CH:21][CH:20]=1)=[O:18]. Product: [F:9][C:10]([F:32])([F:33])[C:11]1[CH:12]=[C:13]([CH:25]=[C:26]([C:28]([F:30])([F:31])[F:29])[CH:27]=1)[CH2:14][O:15][CH2:16][C:17]1([C:19]2[CH:20]=[CH:21][CH:22]=[CH:23][CH:24]=2)[CH2:2][O:18]1. The catalyst class is: 148. (3) Reactant: [OH:1][C:2]1[CH:3]=[C:4]([O:16][C:17]2[CH:22]=[CH:21][C:20]([S:23]([CH3:26])(=[O:25])=[O:24])=[CH:19][CH:18]=2)[CH:5]=[C:6]2[C:10]=1[NH:9][C:8]([C:11]([O:13][CH2:14][CH3:15])=[O:12])=[CH:7]2.[CH2:27](P(CCCC)CCCC)[CH2:28][CH2:29]C.N(C(N1CCCCC1)=O)=NC(N1CCCCC1)=O.CC(O)C. Product: [CH3:27][CH:28]([O:1][C:2]1[CH:3]=[C:4]([O:16][C:17]2[CH:22]=[CH:21][C:20]([S:23]([CH3:26])(=[O:25])=[O:24])=[CH:19][CH:18]=2)[CH:5]=[C:6]2[C:10]=1[NH:9][C:8]([C:11]([O:13][CH2:14][CH3:15])=[O:12])=[CH:7]2)[CH3:29]. The catalyst class is: 7. (4) Reactant: [Cl:1][C:2]1[N:6]2[CH:7]=[C:8]([C:15]3[CH:19]=[CH:18][O:17][CH:16]=3)[CH:9]=[C:10]([C:11]([F:14])([F:13])[F:12])[C:5]2=[N:4][C:3]=1[C:20]#[N:21].[C:22](O[C:30]([O:32][C:33]([CH3:36])([CH3:35])[CH3:34])=[O:31])([O:24][C:25]([CH3:28])([CH3:27])[CH3:26])=[O:23].[BH4-].[Na+]. Product: [C:25]([O:24][C:22](=[O:23])[NH:21][CH2:20][C:3]1[N:4]=[C:5]2[C:10]([C:11]([F:14])([F:13])[F:12])=[CH:9][C:8]([C:15]3[CH:19]=[CH:18][O:17][CH:16]=3)=[CH:7][N:6]2[CH:2]=1)([CH3:28])([CH3:27])[CH3:26].[C:33]([O:32][C:30](=[O:31])[NH:21][CH2:20][C:3]1[N:4]=[C:5]2[C:10]([C:11]([F:13])([F:12])[F:14])=[CH:9][C:8]([C:15]3[CH:19]=[CH:18][O:17][CH:16]=3)=[CH:7][N:6]2[C:2]=1[Cl:1])([CH3:34])([CH3:35])[CH3:36]. The catalyst class is: 652. (5) Reactant: [N+:1]([C:4]1[CH:13]=[CH:12][CH:11]=[C:10]2[C:5]=1[CH:6]=[CH:7]O[C:9]2=[O:14])([O-:3])=[O:2].[CH2:15]([CH2:17][NH2:18])[OH:16].C(N(CC)CC)C. Product: [OH:16][CH2:15][CH2:17][N:18]1[CH:7]=[CH:6][C:5]2[C:10](=[CH:11][CH:12]=[CH:13][C:4]=2[N+:1]([O-:3])=[O:2])[C:9]1=[O:14]. The catalyst class is: 5.